This data is from Forward reaction prediction with 1.9M reactions from USPTO patents (1976-2016). The task is: Predict the product of the given reaction. (1) The product is: [CH:25]([O:20][C:19](=[O:21])[C:18]1[CH:22]=[CH:23][C:15]([O:14][CH2:13][C:3]2[C:4]([C:7]3[CH:8]=[CH:9][CH:10]=[CH:11][CH:12]=3)=[N:5][O:6][C:2]=2[CH3:1])=[N:16][CH:17]=1)([CH3:26])[CH3:24]. Given the reactants [CH3:1][C:2]1[O:6][N:5]=[C:4]([C:7]2[CH:12]=[CH:11][CH:10]=[CH:9][CH:8]=2)[C:3]=1[CH2:13][O:14][C:15]1[CH:23]=[CH:22][C:18]([C:19]([OH:21])=[O:20])=[CH:17][N:16]=1.[CH3:24][CH:25](O)[CH3:26], predict the reaction product. (2) Given the reactants [NH2:1][C:2]1[CH:3]=[C:4]([C:10]2[O:11][C:12]3[CH:18]=[CH:17][C:16]([Cl:19])=[CH:15][C:13]=3[N:14]=2)[CH:5]=[CH:6][C:7]=1[O:8][CH3:9].[CH:20]1[C:25]([C:26]([OH:28])=[O:27])=[CH:24][C:23]2[C:29]([O:31][C:32](=O)[C:22]=2[CH:21]=1)=[O:30], predict the reaction product. The product is: [CH3:9][O:8][C:7]1[CH:6]=[CH:5][C:4]([C:10]2[O:11][C:12]3[CH:18]=[CH:17][C:16]([Cl:19])=[CH:15][C:13]=3[N:14]=2)=[CH:3][C:2]=1[N:1]1[C:29](=[O:30])[C:23]2[C:22](=[CH:21][CH:20]=[C:25]([C:26]([OH:28])=[O:27])[CH:24]=2)[C:32]1=[O:31]. (3) Given the reactants I[C:2]1[CH:7]=[CH:6][C:5]([C:8]([N:10]2[CH2:15][CH2:14][N:13]([C:16]3[C:21]([CH3:22])=[CH:20][C:19]([CH3:23])=[C:18]([CH3:24])[N:17]=3)[CH2:12][CH2:11]2)=[O:9])=[CH:4][CH:3]=1.[O:25]1[CH2:29][CH:28]=[N:27][C:26]1=[O:30], predict the reaction product. The product is: [CH3:22][C:21]1[C:16]([N:13]2[CH2:14][CH2:15][N:10]([C:8]([C:5]3[CH:6]=[CH:7][C:2]([N:27]4[CH2:28][CH2:29][O:25][C:26]4=[O:30])=[CH:3][CH:4]=3)=[O:9])[CH2:11][CH2:12]2)=[N:17][C:18]([CH3:24])=[C:19]([CH3:23])[CH:20]=1.